From a dataset of NCI-60 drug combinations with 297,098 pairs across 59 cell lines. Regression. Given two drug SMILES strings and cell line genomic features, predict the synergy score measuring deviation from expected non-interaction effect. (1) Drug 1: CS(=O)(=O)C1=CC(=C(C=C1)C(=O)NC2=CC(=C(C=C2)Cl)C3=CC=CC=N3)Cl. Drug 2: CNC(=O)C1=CC=CC=C1SC2=CC3=C(C=C2)C(=NN3)C=CC4=CC=CC=N4. Cell line: UO-31. Synergy scores: CSS=30.1, Synergy_ZIP=0.143, Synergy_Bliss=-1.93, Synergy_Loewe=-1.42, Synergy_HSA=-1.91. (2) Drug 1: CCC1(CC2CC(C3=C(CCN(C2)C1)C4=CC=CC=C4N3)(C5=C(C=C6C(=C5)C78CCN9C7C(C=CC9)(C(C(C8N6C)(C(=O)OC)O)OC(=O)C)CC)OC)C(=O)OC)O. Drug 2: CC(C)(C1=NC(=CC=C1)N2C3=NC(=NC=C3C(=O)N2CC=C)NC4=CC=C(C=C4)N5CCN(CC5)C)O. Cell line: SK-OV-3. Synergy scores: CSS=54.3, Synergy_ZIP=8.58, Synergy_Bliss=7.98, Synergy_Loewe=0.637, Synergy_HSA=10.6.